This data is from Full USPTO retrosynthesis dataset with 1.9M reactions from patents (1976-2016). The task is: Predict the reactants needed to synthesize the given product. (1) Given the product [N:1]1[C:10]2[C:5](=[CH:6][CH:7]=[CH:8][CH:9]=2)[CH:4]=[CH:3][C:2]=1[CH2:11][O:12][C:13]1[CH:20]=[CH:19][C:16]([CH:17]=[C:27]([C:24]2[CH:25]=[CH:26][N:21]=[CH:22][CH:23]=2)[C:28](=[O:30])[CH3:29])=[CH:15][CH:14]=1, predict the reactants needed to synthesize it. The reactants are: [N:1]1[C:10]2[C:5](=[CH:6][CH:7]=[CH:8][CH:9]=2)[CH:4]=[CH:3][C:2]=1[CH2:11][O:12][C:13]1[CH:20]=[CH:19][C:16]([CH:17]=O)=[CH:15][CH:14]=1.[N:21]1[CH:26]=[CH:25][C:24]([CH2:27][C:28](=[O:30])[CH3:29])=[CH:23][CH:22]=1.N1CCCCC1. (2) Given the product [Cl:1][C:2]1[C:7]([F:8])=[C:6]([O:9][CH3:10])[CH:5]=[CH:4][C:3]=1[CH:11]([NH:19][C:20]1[CH:29]=[C:28]([F:30])[CH:27]=[C:26]2[C:21]=1[CH:22]=[CH:23][C:24](=[O:31])[NH:25]2)[C:12]([CH2:14][O:41][CH2:39][CH3:40])([OH:13])[C:15]([F:17])([F:16])[F:18], predict the reactants needed to synthesize it. The reactants are: [Cl:1][C:2]1[C:7]([F:8])=[C:6]([O:9][CH3:10])[CH:5]=[CH:4][C:3]=1[CH:11]([NH:19][C:20]1[CH:29]=[C:28]([F:30])[CH:27]=[C:26]2[C:21]=1[CH:22]=[CH:23][C:24](=[O:31])[NH:25]2)[C:12]1([C:15]([F:18])([F:17])[F:16])[CH2:14][O:13]1.C(=O)([O-])[O-].[Cs+].[Cs+].O.[CH2:39]([OH:41])[CH3:40]. (3) The reactants are: [OH:1][C:2]1[C:7]2[C:8]([O:11][CH2:12][CH2:13][CH:14]3[CH2:19][CH2:18][N:17]([CH2:20][C:21]4([C:27]([O:29][CH3:30])=[O:28])[CH2:26][CH2:25][O:24][CH2:23][CH2:22]4)[CH2:16][CH2:15]3)=[N:9][O:10][C:6]=2[CH:5]=[CH:4][CH:3]=1.C(=O)([O-])[O-].[K+].[K+].FC(F)(F)S(O[CH2:43][C:44]([F:47])([F:46])[F:45])(=O)=O. Given the product [F:45][C:44]([F:47])([F:46])[CH2:43][O:1][C:2]1[C:7]2[C:8]([O:11][CH2:12][CH2:13][CH:14]3[CH2:19][CH2:18][N:17]([CH2:20][C:21]4([C:27]([O:29][CH3:30])=[O:28])[CH2:26][CH2:25][O:24][CH2:23][CH2:22]4)[CH2:16][CH2:15]3)=[N:9][O:10][C:6]=2[CH:5]=[CH:4][CH:3]=1, predict the reactants needed to synthesize it.